Dataset: Forward reaction prediction with 1.9M reactions from USPTO patents (1976-2016). Task: Predict the product of the given reaction. Given the reactants [NH2:1][C:2]([NH:4][C:5]1[C:6]([C:18]([NH2:20])=[O:19])=[N:7][N:8]([C:10]2[CH:15]=[CH:14][C:13](Br)=[C:12]([F:17])[CH:11]=2)[CH:9]=1)=[O:3].[OH:21][C:22]1[CH:27]=[CH:26][C:25]([F:28])=[CH:24][C:23]=1B(O)O.C([O-])([O-])=O.[Cs+].[Cs+].N#N, predict the reaction product. The product is: [NH2:1][C:2]([NH:4][C:5]1[C:6]([C:18]([NH2:20])=[O:19])=[N:7][N:8]([C:10]2[CH:15]=[CH:14][C:13]([C:27]3[CH:26]=[C:25]([F:28])[CH:24]=[CH:23][C:22]=3[OH:21])=[C:12]([F:17])[CH:11]=2)[CH:9]=1)=[O:3].